From a dataset of Full USPTO retrosynthesis dataset with 1.9M reactions from patents (1976-2016). Predict the reactants needed to synthesize the given product. (1) Given the product [CH:9]12[CH2:15][CH:13]3[CH2:12][CH:11]([CH2:16][CH:7]([CH2:14]3)[CH:8]1[NH:17][C:18]([C:20]1[C:21]([S:31][CH2:28][CH2:29][CH3:30])=[N:22][C:23]([Cl:26])=[N:24][CH:25]=1)=[O:19])[CH2:10]2, predict the reactants needed to synthesize it. The reactants are: C(=O)([O-])[O-].[Na+].[Na+].[CH:7]12[CH2:16][CH:11]3[CH2:12][CH:13]([CH2:15][CH:9]([CH2:10]3)[CH:8]1[NH:17][C:18]([C:20]1[C:21](Cl)=[N:22][C:23]([Cl:26])=[N:24][CH:25]=1)=[O:19])[CH2:14]2.[CH2:28]([SH:31])[CH2:29][CH3:30]. (2) Given the product [C:12]([O:16][C:17]([N:19]1[C@@H:27]2[C@@H:22]([CH2:23][CH2:24][CH2:25][CH2:26]2)[CH2:21][C@H:20]1[CH2:28][NH:29][CH2:6][C:5]1[S:1][C:2]2[CH:11]=[CH:10][CH:9]=[CH:8][C:3]=2[CH:4]=1)=[O:18])([CH3:15])([CH3:14])[CH3:13], predict the reactants needed to synthesize it. The reactants are: [S:1]1[C:5]([CH:6]=O)=[CH:4][C:3]2[CH:8]=[CH:9][CH:10]=[CH:11][C:2]1=2.[C:12]([O:16][C:17]([N:19]1[C@@H:27]2[C@@H:22]([CH2:23][CH2:24][CH2:25][CH2:26]2)[CH2:21][C@H:20]1[CH2:28][NH2:29])=[O:18])([CH3:15])([CH3:14])[CH3:13].C(O[BH-](OC(=O)C)OC(=O)C)(=O)C.[Na+].